Dataset: Catalyst prediction with 721,799 reactions and 888 catalyst types from USPTO. Task: Predict which catalyst facilitates the given reaction. (1) Reactant: [CH:1]([O:4][C:5]1[CH:6]=[C:7]([CH:10]=[C:11]([C:13]([F:16])([F:15])[F:14])[CH:12]=1)[C:8]#[N:9])([CH3:3])[CH3:2].O.[SH2:18].[Na].O.O.O.O.O.O.[Cl-].[Mg+2].[Cl-].C(OCC)(=O)C.CCCCCC. Product: [CH:1]([O:4][C:5]1[CH:6]=[C:7]([CH:10]=[C:11]([C:13]([F:14])([F:15])[F:16])[CH:12]=1)[C:8](=[S:18])[NH2:9])([CH3:3])[CH3:2]. The catalyst class is: 3. (2) Reactant: [CH2:1]([C:8]1[C:17]2[C:12](=[CH:13][CH:14]=[CH:15][CH:16]=2)[C:11]([N:18]2[CH2:23][CH2:22][N:21]([C:24]3[N:29]=[CH:28][C:27]([NH2:30])=[CH:26][CH:25]=3)[CH2:20][CH2:19]2)=[N:10][N:9]=1)[C:2]1[CH:7]=[CH:6][CH:5]=[CH:4][CH:3]=1.C(N(CC)CC)C.[CH3:38][N:39]([CH3:43])[C:40](Cl)=[O:41]. Product: [CH2:1]([C:8]1[C:17]2[C:12](=[CH:13][CH:14]=[CH:15][CH:16]=2)[C:11]([N:18]2[CH2:19][CH2:20][N:21]([C:24]3[N:29]=[CH:28][C:27]([NH:30][C:40](=[O:41])[N:39]([CH3:43])[CH3:38])=[CH:26][CH:25]=3)[CH2:22][CH2:23]2)=[N:10][N:9]=1)[C:2]1[CH:7]=[CH:6][CH:5]=[CH:4][CH:3]=1. The catalyst class is: 2. (3) Product: [C:44]1([CH:39]([N:1]2[CH2:6][CH2:5][CH:4]([C:7]3[CH:12]=[CH:11][C:10]([NH:13][C:14]([C:16]4[CH:21]=[CH:20][CH:19]=[CH:18][C:17]=4[C:22]4[CH:23]=[CH:24][C:25]([C:28]([F:29])([F:30])[F:31])=[CH:26][CH:27]=4)=[O:15])=[CH:9][CH:8]=3)[CH2:3][CH2:2]2)[C:40]([O:42][CH3:43])=[O:41])[CH:49]=[CH:48][CH:47]=[CH:46][CH:45]=1. Reactant: [NH:1]1[CH2:6][CH2:5][CH:4]([C:7]2[CH:12]=[CH:11][C:10]([NH:13][C:14]([C:16]3[C:17]([C:22]4[CH:27]=[CH:26][C:25]([C:28]([F:31])([F:30])[F:29])=[CH:24][CH:23]=4)=[CH:18][CH:19]=[CH:20][CH:21]=3)=[O:15])=[CH:9][CH:8]=2)[CH2:3][CH2:2]1.C([O-])([O-])=O.[Na+].[Na+].Br[CH:39]([C:44]1[CH:49]=[CH:48][CH:47]=[CH:46][CH:45]=1)[C:40]([O:42][CH3:43])=[O:41]. The catalyst class is: 3. (4) Reactant: [CH2:1]([N:3]1[C:12]2[C:7](=[CH:8][C:9]([O:23][CH2:24][C:25]3[CH:30]=[CH:29][C:28]([O:31][CH3:32])=[CH:27][CH:26]=3)=[C:10]([O:13][CH2:14][C:15]3[CH:20]=[CH:19][C:18]([O:21][CH3:22])=[CH:17][CH:16]=3)[CH:11]=2)[C:6](=[O:33])[C:5]([CH2:34]O)=[N:4]1)[CH3:2].CS(Cl)(=O)=O.[NH:41]1[CH2:46][CH2:45][CH2:44][CH2:43][CH2:42]1. Product: [CH2:1]([N:3]1[C:12]2[C:7](=[CH:8][C:9]([O:23][CH2:24][C:25]3[CH:26]=[CH:27][C:28]([O:31][CH3:32])=[CH:29][CH:30]=3)=[C:10]([O:13][CH2:14][C:15]3[CH:16]=[CH:17][C:18]([O:21][CH3:22])=[CH:19][CH:20]=3)[CH:11]=2)[C:6](=[O:33])[C:5]([CH2:34][N:41]2[CH2:46][CH2:45][CH2:44][CH2:43][CH2:42]2)=[N:4]1)[CH3:2]. The catalyst class is: 4. (5) Reactant: Br[C:2]1[CH:3]=[CH:4][C:5]([CH3:8])=[N:6][CH:7]=1.[NH2:9][C:10]1[CH:24]=[CH:23][C:13]([C:14]([C:16]2[CH:21]=[CH:20][CH:19]=[CH:18][C:17]=2[CH3:22])=[O:15])=[C:12]([Cl:25])[CH:11]=1.C(O[Na])(C)(C)C. Product: [Cl:25][C:12]1[CH:11]=[C:10]([NH:9][C:2]2[CH:7]=[N:6][C:5]([CH3:8])=[CH:4][CH:3]=2)[CH:24]=[CH:23][C:13]=1[C:14]([C:16]1[CH:21]=[CH:20][CH:19]=[CH:18][C:17]=1[CH3:22])=[O:15]. The catalyst class is: 12. (6) Reactant: [Cl:1][C:2]1[CH:7]=[CH:6][C:5]([C:8]([C:11]2[N:15]([C:16]3[CH:21]=[CH:20][C:19]([F:22])=[CH:18][CH:17]=3)[C:14]([SH:23])=[N:13][CH:12]=2)([CH3:10])[CH3:9])=[CH:4][C:3]=1[O:24][CH3:25].[F:26][C:27]1[CH:28]=[C:29]([CH:34]=[C:35]([F:39])[C:36]=1[CH2:37]O)[O:30][CH2:31][C:32]#[N:33].C1C=CC(P(C2C=CC=CC=2)C2C=CC=CC=2)=CC=1.CC(OC(/N=N/C(OC(C)C)=O)=O)C. Product: [Cl:1][C:2]1[CH:7]=[CH:6][C:5]([C:8]([C:11]2[N:15]([C:16]3[CH:21]=[CH:20][C:19]([F:22])=[CH:18][CH:17]=3)[C:14]([S:23][CH2:37][C:36]3[C:35]([F:39])=[CH:34][C:29]([O:30][CH2:31][C:32]#[N:33])=[CH:28][C:27]=3[F:26])=[N:13][CH:12]=2)([CH3:10])[CH3:9])=[CH:4][C:3]=1[O:24][CH3:25]. The catalyst class is: 1. (7) Reactant: C(NC(C)C)(C)C.C([Li])CCC.[CH3:13][O:14][C:15](=[O:25])[NH:16][C:17]1[CH:22]=[CH:21][C:20]([F:23])=[CH:19][C:18]=1[F:24].Cl.[O:27]1CCC[CH2:28]1. Product: [CH3:13][O:14][C:15](=[O:25])[NH:16][C:17]1[CH:22]=[CH:21][C:20]([F:23])=[C:19]([CH:28]=[O:27])[C:18]=1[F:24]. The catalyst class is: 6. (8) Reactant: [OH-].[Na+].[I:3][C:4]1[CH:17]=[C:16]([C:18]([O:20]C)=[O:19])[C:15]2[NH:14][C:13]3[C:8](=[CH:9][CH:10]=[CH:11][CH:12]=3)[C:7](=[O:22])[C:6]=2[CH:5]=1. The catalyst class is: 8. Product: [I:3][C:4]1[CH:17]=[C:16]([C:18]([OH:20])=[O:19])[C:15]2[NH:14][C:13]3[C:8](=[CH:9][CH:10]=[CH:11][CH:12]=3)[C:7](=[O:22])[C:6]=2[CH:5]=1. (9) Reactant: Br[C:2]1[C:3]2[CH:4]3[CH2:22][CH2:21][N:20](C(OC(C)(C)C)=O)[CH2:19][CH2:18][CH:5]3[N:6](C(OC(C)(C)C)=O)[C:7]=2[CH:8]=[CH:9][CH:10]=1.P([O-])([O-])([O-])=O.[K+].[K+].[K+].[S:38]1[CH:42]=[CH:41][C:40](B(O)O)=[CH:39]1.N#N. Product: [S:38]1[CH:42]=[CH:41][C:40]([C:2]2[C:3]3[C@@H:4]4[CH2:22][CH2:21][NH:20][CH2:19][CH2:18][C@@H:5]4[NH:6][C:7]=3[CH:8]=[CH:9][CH:10]=2)=[CH:39]1. The catalyst class is: 455. (10) The catalyst class is: 91. Product: [Cl:19][C:20]1[CH:26]=[C:25]([Cl:27])[CH:24]=[CH:23][C:21]=1[NH:13][C:12]1[C:11]2[C:10](=[CH:9][CH:8]=[C:6]3[N:7]=[C:3]([C:1]#[N:2])[S:4][C:5]3=2)[N:14]=[CH:15][N:16]=1. Reactant: [C:1]([C:3]1[S:4][C:5]2[C:11]([C:12]#[N:13])=[C:10](/[N:14]=[CH:15]/[N:16](C)C)[CH:9]=[CH:8][C:6]=2[N:7]=1)#[N:2].[Cl:19][C:20]1[CH:26]=[C:25]([Cl:27])[CH:24]=[CH:23][C:21]=1N.[K+].[Br-].